Task: Predict which catalyst facilitates the given reaction.. Dataset: Catalyst prediction with 721,799 reactions and 888 catalyst types from USPTO (1) Reactant: C(N(CC)CC)C.I[C:9]1[CH:14]=[CH:13][C:12]([I:15])=[CH:11][CH:10]=1.[CH2:16]([O:23][C:24](=[O:30])[NH:25][CH2:26][CH2:27][C:28]#[CH:29])[C:17]1[CH:22]=[CH:21][CH:20]=[CH:19][CH:18]=1. Product: [CH2:16]([O:23][C:24](=[O:30])[NH:25][CH2:26][CH2:27][C:28]#[C:29][C:9]1[CH:14]=[CH:13][C:12]([I:15])=[CH:11][CH:10]=1)[C:17]1[CH:22]=[CH:21][CH:20]=[CH:19][CH:18]=1. The catalyst class is: 700. (2) Reactant: [NH2:1][CH2:2][CH2:3][NH:4][C:5]1[C:6](=[O:22])[N:7]([C:18]([CH3:21])([CH3:20])[CH3:19])[S:8](=[O:17])(=[O:16])[C:9]=1[C:10]1[CH:15]=[CH:14][CH:13]=[CH:12][CH:11]=1.Cl[C:24]1[C:29]([Cl:30])=[CH:28][C:27]([C:31]([F:34])([F:33])[F:32])=[CH:26][N:25]=1. Product: [C:18]([N:7]1[C:6](=[O:22])[C:5]([NH:4][CH2:3][CH2:2][NH:1][C:24]2[C:29]([Cl:30])=[CH:28][C:27]([C:31]([F:34])([F:32])[F:33])=[CH:26][N:25]=2)=[C:9]([C:10]2[CH:15]=[CH:14][CH:13]=[CH:12][CH:11]=2)[S:8]1(=[O:17])=[O:16])([CH3:19])([CH3:21])[CH3:20]. The catalyst class is: 3.